Task: Predict the product of the given reaction.. Dataset: Forward reaction prediction with 1.9M reactions from USPTO patents (1976-2016) (1) Given the reactants [CH3:1][O:2][C:3]([C:5]1[CH:10]=[CH:9][C:8](Br)=[CH:7][N:6]=1)=[O:4].[F:12][C:13]1[CH:14]=[C:15]([C:19]#[CH:20])[CH:16]=[CH:17][CH:18]=1.C(N(CC)CC)C, predict the reaction product. The product is: [CH3:1][O:2][C:3]([C:5]1[CH:10]=[CH:9][C:8]([C:20]#[C:19][C:15]2[CH:16]=[CH:17][CH:18]=[C:13]([F:12])[CH:14]=2)=[CH:7][N:6]=1)=[O:4]. (2) Given the reactants Cl[C:2]1[N:3]=[N:4][C:5]([C:9]2[CH:14]=[CH:13][CH:12]=[CH:11][CH:10]=2)=[CH:6][C:7]=1[CH3:8].[N:15]1C=CC=C[CH:16]=1, predict the reaction product. The product is: [C:16]([C:2]1[N:3]=[N:4][C:5]([C:9]2[CH:14]=[CH:13][CH:12]=[CH:11][CH:10]=2)=[CH:6][C:7]=1[CH3:8])#[N:15]. (3) Given the reactants [CH3:1][CH:2]([CH3:20])[C@@H:3]([N:7]1[C:16](=[O:17])[C:15]2=[CH:18][NH:19][C:13]3[C:14]2=[C:9]([CH:10]=[CH:11][N:12]=3)[CH2:8]1)[C:4]([OH:6])=O.C1C=CC2N(O)N=NC=2C=1.C(Cl)CCl.Cl.[NH:36]1[CH2:39][CH:38]([C:40]#[N:41])[CH2:37]1.CN1CCOCC1, predict the reaction product. The product is: [CH3:1][CH:2]([CH3:20])[C@@H:3]([N:7]1[C:16](=[O:17])[C:15]2=[CH:18][NH:19][C:13]3[C:14]2=[C:9]([CH:10]=[CH:11][N:12]=3)[CH2:8]1)[C:4]([N:36]1[CH2:39][CH:38]([C:40]#[N:41])[CH2:37]1)=[O:6].